This data is from Peptide-MHC class I binding affinity with 185,985 pairs from IEDB/IMGT. The task is: Regression. Given a peptide amino acid sequence and an MHC pseudo amino acid sequence, predict their binding affinity value. This is MHC class I binding data. The MHC is HLA-B08:01 with pseudo-sequence HLA-B08:01. The binding affinity (normalized) is 0.522. The peptide sequence is RLRMDKLQL.